Dataset: Catalyst prediction with 721,799 reactions and 888 catalyst types from USPTO. Task: Predict which catalyst facilitates the given reaction. (1) Reactant: [N:1](CCOCCOCC(=O)CCC(O)=O)=[N+:2]=[N-:3].C(Cl)CCl.[CH3:22][CH2:23][C@@:24]1([OH:47])[C:29](=[O:30])[O:28][CH2:27][C:26]2[C:31]([N:33]3[C:45](=[CH:46][C:25]1=2)[C:44]1[N:43]=[C:42]2[C:37]([CH:38]=[CH:39][CH:40]=[CH:41]2)=[CH:36][C:35]=1[CH2:34]3)=[O:32]. Product: [CH3:22][CH2:23][C@@:24]1([OH:47])[C:29](=[O:30])[O:28][CH2:27][C:26]2[C:31]([N:33]3[C:45](=[CH:46][C:25]1=2)[C:44]1[N:43]=[C:42]2[C:37]([CH:38]=[CH:39][CH:40]=[CH:41]2)=[CH:36][C:35]=1[CH2:34]3)=[O:32].[N-:1]=[N+:2]=[N-:3]. The catalyst class is: 154. (2) Reactant: [Cl:1][C:2]1[C:3]2[CH:10]=[CH:9][N:8]([C@@H:11]3[CH2:16][CH2:15][CH2:14][N:13]([C:17]([O:19][C:20]([CH3:23])([CH3:22])[CH3:21])=[O:18])[CH2:12]3)[C:4]=2[N:5]=[CH:6][N:7]=1.C1C(=O)N([I:31])C(=O)C1.O. Product: [Cl:1][C:2]1[C:3]2[C:10]([I:31])=[CH:9][N:8]([C@@H:11]3[CH2:16][CH2:15][CH2:14][N:13]([C:17]([O:19][C:20]([CH3:23])([CH3:22])[CH3:21])=[O:18])[CH2:12]3)[C:4]=2[N:5]=[CH:6][N:7]=1. The catalyst class is: 3. (3) Reactant: [F:1][C:2]1[CH:7]=[CH:6][C:5]([NH:8][C:9](=[O:29])[CH2:10][C:11]([NH:13][C:14]2[CH:19]=[CH:18][C:17]([O:20][C:21]3[CH:26]=[CH:25][N:24]=[C:23]([NH2:27])[CH:22]=3)=[CH:16][C:15]=2[F:28])=[O:12])=[CH:4][CH:3]=1.C(N(CC)CC)C.[C:37](Cl)(=[O:40])[CH2:38][CH3:39].[OH-].[Na+]. Product: [F:1][C:2]1[CH:3]=[CH:4][C:5]([NH:8][C:9](=[O:29])[CH2:10][C:11]([NH:13][C:14]2[CH:19]=[CH:18][C:17]([O:20][C:21]3[CH:26]=[CH:25][N:24]=[C:23]([NH:27][C:37](=[O:40])[CH2:38][CH3:39])[CH:22]=3)=[CH:16][C:15]=2[F:28])=[O:12])=[CH:6][CH:7]=1. The catalyst class is: 9. (4) Reactant: [F:1][C:2]([F:17])([F:16])[C:3]([CH:5]1[CH2:8][N:7]([C:9]([O:11][C:12]([CH3:15])([CH3:14])[CH3:13])=[O:10])[CH2:6]1)=[O:4].C[Si](C)(C)[C:20]([F:23])([F:22])[F:21].[F-].C([N+](CCCC)(CCCC)CCCC)CCC.Cl. Product: [F:17][C:2]([F:1])([F:16])[C:3]([CH:5]1[CH2:6][N:7]([C:9]([O:11][C:12]([CH3:14])([CH3:13])[CH3:15])=[O:10])[CH2:8]1)([OH:4])[C:20]([F:23])([F:22])[F:21]. The catalyst class is: 54. (5) Reactant: [BH-](OC(C)=O)(OC(C)=O)OC(C)=O.[Na+].[C:15]([O:22][CH2:23][CH3:24])(=[O:21])[CH2:16][CH2:17][C:18]([CH3:20])=O.[CH3:25][CH:26]([NH2:33])[C:27]1[CH:32]=[CH:31][CH:30]=[CH:29][CH:28]=1. Product: [C:27]1([CH:26]([NH:33][CH:18]([CH3:20])[CH2:17][CH2:16][C:15]([O:22][CH2:23][CH3:24])=[O:21])[CH3:25])[CH:32]=[CH:31][CH:30]=[CH:29][CH:28]=1. The catalyst class is: 26. (6) Reactant: Cl.[C:2]1([CH2:8][N:9]2[CH2:16][CH2:15][CH2:14][C@H:10]2[C:11]([OH:13])=O)[CH:7]=[CH:6][CH:5]=[CH:4][CH:3]=1.[CH:17]1[CH:18]=CC2N(O)N=[N:23][C:21]=2[CH:22]=1.CN1CCOCC1.N1CCCC1.CCN=C=NCCCN(C)C. Product: [C:2]1([CH2:8][N:9]2[CH2:16][CH2:15][CH2:14][C@H:10]2[C:11]([N:23]2[CH2:18][CH2:17][CH2:22][CH2:21]2)=[O:13])[CH:3]=[CH:4][CH:5]=[CH:6][CH:7]=1. The catalyst class is: 2. (7) Reactant: [NH2:1][C:2]1[C:3]([C:9]([OH:11])=O)=[N:4][CH:5]=[C:6]([Br:8])[CH:7]=1.[CH3:12][NH2:13]. Product: [NH2:1][C:2]1[C:3]([C:9]([NH:13][CH3:12])=[O:11])=[N:4][CH:5]=[C:6]([Br:8])[CH:7]=1. The catalyst class is: 3. (8) Reactant: [C:1]([O:6][CH:7]([O:9][C:10]([NH:12][CH2:13][CH:14]([CH2:26][CH:27]([CH3:29])[CH3:28])[CH2:15][C:16]([O:18]CC1C=CC=CC=1)=[O:17])=[O:11])[CH3:8])(=[O:5])[CH:2]([CH3:4])[CH3:3]. Product: [C:1]([O:6][CH:7]([O:9][C:10]([NH:12][CH2:13][CH:14]([CH2:26][CH:27]([CH3:29])[CH3:28])[CH2:15][C:16]([OH:18])=[O:17])=[O:11])[CH3:8])(=[O:5])[CH:2]([CH3:4])[CH3:3]. The catalyst class is: 29.